This data is from Catalyst prediction with 721,799 reactions and 888 catalyst types from USPTO. The task is: Predict which catalyst facilitates the given reaction. (1) Product: [C:20]([C@H:17]1[O:18][CH2:19][C@H:14]([NH:13][C:10](=[O:12])[CH2:9][NH:8][C:6](=[O:7])[O:5][C:1]([CH3:2])([CH3:3])[CH3:4])[CH2:15][CH2:16]1)(=[O:21])[NH2:22]. The catalyst class is: 54. Reactant: [C:1]([O:5][C:6]([NH:8][CH2:9][C:10]([OH:12])=O)=[O:7])([CH3:4])([CH3:3])[CH3:2].[NH2:13][C@H:14]1[CH2:19][O:18][C@H:17]([C:20]([NH2:22])=[O:21])[CH2:16][CH2:15]1.C(N(C(C)C)CC)(C)C.F[P-](F)(F)(F)(F)F.N1(OC(N(C)C)=[N+](C)C)C2N=CC=CC=2N=N1. (2) Reactant: [CH3:1][N:2]([CH3:10])[S:3]([CH2:6][CH2:7][CH2:8]Cl)(=[O:5])=[O:4].[I-:11].[Na+]. Product: [CH3:1][N:2]([CH3:10])[S:3]([CH2:6][CH2:7][CH2:8][I:11])(=[O:5])=[O:4]. The catalyst class is: 131. (3) Reactant: C(OC([N:8]1[CH2:14][CH2:13][CH2:12][N:11]([C:15]2[CH:20]=[CH:19][C:18]([NH:21][C:22]([C:24]3[N:25]=[C:26]([C:33]4[CH:38]=[CH:37][CH:36]=[CH:35][CH:34]=4)[O:27][C:28]=3[C:29]([F:32])([F:31])[F:30])=[O:23])=[CH:17][CH:16]=2)[CH2:10][CH2:9]1)=O)(C)(C)C.O1CCOCC1.[ClH:45]. Product: [ClH:45].[N:11]1([C:15]2[CH:20]=[CH:19][C:18]([NH:21][C:22]([C:24]3[N:25]=[C:26]([C:33]4[CH:38]=[CH:37][CH:36]=[CH:35][CH:34]=4)[O:27][C:28]=3[C:29]([F:32])([F:30])[F:31])=[O:23])=[CH:17][CH:16]=2)[CH2:12][CH2:13][CH2:14][NH:8][CH2:9][CH2:10]1. The catalyst class is: 5. (4) Reactant: [S:1]1[CH:5]=[CH:4][N:3]=[C:2]1[NH:6][C:7](=[O:13])[O:8][C:9]([CH3:12])([CH3:11])[CH3:10].[Br:14]N1C(=O)CCC1=O. Product: [Br:14][C:5]1[S:1][C:2]([NH:6][C:7](=[O:13])[O:8][C:9]([CH3:10])([CH3:12])[CH3:11])=[N:3][CH:4]=1. The catalyst class is: 1.